Dataset: Forward reaction prediction with 1.9M reactions from USPTO patents (1976-2016). Task: Predict the product of the given reaction. (1) The product is: [Br:1][C:2]1[N:7]=[CH:6][N:5]([CH3:9])[C:4](=[O:8])[CH:3]=1. Given the reactants [Br:1][C:2]1[N:7]=[CH:6][NH:5][C:4](=[O:8])[CH:3]=1.[C:9]([O-])([O-])=O.[K+].[K+].CI, predict the reaction product. (2) Given the reactants Br[C:2]1[C:10]2[N:9]3[CH2:11][CH2:12][NH:13][C:14](=[O:15])[C:8]3=[CH:7][C:6]=2[CH:5]=[C:4]([F:16])[C:3]=1[F:17].[F:18][C:19]1[CH:24]=[CH:23][C:22](B(O)O)=[CH:21][CH:20]=1, predict the reaction product. The product is: [F:17][C:3]1[C:4]([F:16])=[CH:5][C:6]2[CH:7]=[C:8]3[C:14](=[O:15])[NH:13][CH2:12][CH2:11][N:9]3[C:10]=2[C:2]=1[C:22]1[CH:23]=[CH:24][C:19]([F:18])=[CH:20][CH:21]=1. (3) Given the reactants [Cl:1][C:2]1[C:7]2[CH:8]=[C:9]([C:11](=[O:13])[CH3:12])[O:10][C:6]=2[CH:5]=[CH:4][N:3]=1.[Li+].C[Si]([N-][Si](C)(C)C)(C)C.C[Si](Cl)(C)C.C(=O)(O)[O-].[Na+].C1C(=O)N([Br:41])C(=O)C1, predict the reaction product. The product is: [Br:41][CH2:12][C:11]([C:9]1[O:10][C:6]2[CH:5]=[CH:4][N:3]=[C:2]([Cl:1])[C:7]=2[CH:8]=1)=[O:13]. (4) Given the reactants [Li+].CC([N-]C(C)C)C.[S:9]1[CH2:13][CH2:12][C:11](=[O:14])[CH2:10]1.C1COCC1.ClC1C=CC(N([S:28]([C:31]([F:34])([F:33])[F:32])(=[O:30])=[O:29])[S:28]([C:31]([F:34])([F:33])[F:32])(=[O:30])=[O:29])=NC=1.C1COCC1, predict the reaction product. The product is: [F:32][C:31]([F:34])([F:33])[S:28]([O:14][C:11]1[CH2:12][CH2:13][S:9][CH:10]=1)(=[O:30])=[O:29]. (5) The product is: [CH2:1]1[C:9]2[C:4](=[CH:5][C:6]([C:10]3[N:14]([CH3:15])[N:13]=[C:12]([C:16](=[N:21][NH:20][C:22]([N:24]4[CH2:29][CH2:28][CH:27]([C:30]([O:32][CH3:33])=[O:31])[CH2:26][CH2:25]4)=[S:23])[CH3:17])[C:11]=3[OH:19])=[CH:7][CH:8]=2)[CH2:3][CH2:2]1. Given the reactants [CH2:1]1[C:9]2[C:4](=[CH:5][C:6]([C:10]3[N:14]([CH3:15])[N:13]=[C:12]([C:16](=O)[CH3:17])[C:11]=3[OH:19])=[CH:7][CH:8]=2)[CH2:3][CH2:2]1.[NH:20]([C:22]([N:24]1[CH2:29][CH2:28][CH:27]([C:30]([O:32][CH3:33])=[O:31])[CH2:26][CH2:25]1)=[S:23])[NH2:21].Cl.C(OCC)(=O)C, predict the reaction product. (6) Given the reactants [CH2:1]([O:3][C:4]([C:6]1[N:7]=[CH:8][N:9]2[C:15]=1[CH2:14][N:13](CC1C=CC(OC)=CC=1OC)[C:12](=[O:27])[C:11]1[CH:28]=[C:29]([O:32][CH3:33])[CH:30]=[CH:31][C:10]2=1)=[O:5])[CH3:2].FC(F)(F)S(O)(=O)=O, predict the reaction product. The product is: [CH2:1]([O:3][C:4]([C:6]1[N:7]=[CH:8][N:9]2[C:15]=1[CH2:14][NH:13][C:12](=[O:27])[C:11]1[CH:28]=[C:29]([O:32][CH3:33])[CH:30]=[CH:31][C:10]2=1)=[O:5])[CH3:2].